Dataset: Peptide-MHC class I binding affinity with 185,985 pairs from IEDB/IMGT. Task: Regression. Given a peptide amino acid sequence and an MHC pseudo amino acid sequence, predict their binding affinity value. This is MHC class I binding data. (1) The peptide sequence is LAMLVLHQV. The MHC is HLA-B39:01 with pseudo-sequence HLA-B39:01. The binding affinity (normalized) is 0.0847. (2) The peptide sequence is GNNTGNESR. The MHC is HLA-A03:01 with pseudo-sequence HLA-A03:01. The binding affinity (normalized) is 0.477. (3) The peptide sequence is GEIFGLLGP. The MHC is HLA-B18:01 with pseudo-sequence HLA-B18:01. The binding affinity (normalized) is 0.573.